This data is from Forward reaction prediction with 1.9M reactions from USPTO patents (1976-2016). The task is: Predict the product of the given reaction. (1) Given the reactants [CH3:1][C:2]([O:6][CH2:7][CH:8]1[CH2:10][O:9]1)([CH3:5])[CH2:3][OH:4].C12(CS(O)(=O)=O)C(C)(C)C(CC1)CC2=O, predict the reaction product. The product is: [CH3:1][C:2]1([CH3:5])[CH2:3][O:4][CH:8]([CH2:10][OH:9])[CH2:7][O:6]1. (2) Given the reactants [F:1][C@H:2]1[C@H:8]([NH:9]C(=O)OC(C)(C)C)[CH2:7][CH2:6][C@@H:5]([C:17]2[N:21]([CH3:22])[N:20]=[CH:19][C:18]=2[N+:23]([O-])=O)[O:4][CH2:3]1.[F:26][C:27]1[CH:32]=[CH:31][CH:30]=[CH:29][C:28]=1[C:33]1[S:34][CH:35]=[C:36]([C:38](O)=[O:39])[N:37]=1, predict the reaction product. The product is: [NH2:9][C@H:8]1[C@H:2]([F:1])[CH2:3][O:4][C@H:5]([C:17]2[N:21]([CH3:22])[N:20]=[CH:19][C:18]=2[NH:23][C:38]([C:36]2[N:37]=[C:33]([C:28]3[CH:29]=[CH:30][CH:31]=[CH:32][C:27]=3[F:26])[S:34][CH:35]=2)=[O:39])[CH2:6][CH2:7]1. (3) Given the reactants [N:1]1([S:11]([C:14]2[CH:15]=[C:16]([N:20]3[C:25](=[O:26])[C:24]4=[C:27](C=O)[S:28][CH:29]=[C:23]4[NH:22][C:21]3=[O:32])[CH:17]=[CH:18][CH:19]=2)(=[O:13])=[O:12])[C:10]2[C:5](=[CH:6][CH:7]=[CH:8][CH:9]=2)[CH2:4][CH2:3][CH2:2]1.CS(CSC)=[O:35].C1[CH2:43][O:42][CH2:41][CH2:40]1, predict the reaction product. The product is: [N:1]1([S:11]([C:14]2[CH:15]=[C:16]([N:20]3[C:25](=[O:26])[C:24]4=[C:27]([CH2:40][C:41]([O:42][CH3:43])=[O:35])[S:28][CH:29]=[C:23]4[NH:22][C:21]3=[O:32])[CH:17]=[CH:18][CH:19]=2)(=[O:13])=[O:12])[C:10]2[C:5](=[CH:6][CH:7]=[CH:8][CH:9]=2)[CH2:4][CH2:3][CH2:2]1. (4) Given the reactants CC(C)([O-])C.[K+].C(O)(C)(C)C.[CH3:12][O:13][C:14](=[O:20])[CH2:15][C:16](=[O:19])[CH2:17][CH3:18].Cl[CH2:22][C:23]1[CH:28]=[CH:27][C:26]([S:29]([CH3:32])(=[O:31])=[O:30])=[CH:25][CH:24]=1, predict the reaction product. The product is: [CH3:12][O:13][C:14](=[O:20])[CH:15]([CH2:22][C:23]1[CH:24]=[CH:25][C:26]([S:29]([CH3:32])(=[O:31])=[O:30])=[CH:27][CH:28]=1)[C:16](=[O:19])[CH2:17][CH3:18]. (5) Given the reactants [NH2:1][C:2]1[CH:23]=[CH:22][C:5]([O:6][CH2:7][C:8]2[O:12][C:11]([NH:13][C:14]3[CH:19]=[CH:18][C:17]([Cl:20])=[C:16]([Cl:21])[CH:15]=3)=[N:10][N:9]=2)=[CH:4][CH:3]=1.Cl[C:25]([O:27][CH:28]([CH3:30])[CH3:29])=[O:26], predict the reaction product. The product is: [Cl:21][C:16]1[CH:15]=[C:14]([NH:13][C:11]2[O:12][C:8]([CH2:7][O:6][C:5]3[CH:22]=[CH:23][C:2]([NH:1][C:25](=[O:26])[O:27][CH:28]([CH3:30])[CH3:29])=[CH:3][CH:4]=3)=[N:9][N:10]=2)[CH:19]=[CH:18][C:17]=1[Cl:20]. (6) Given the reactants [CH:1]1([CH2:4][O:5][C:6]2[N:11]=[C:10]([C:12]([OH:14])=O)[CH:9]=[N:8][C:7]=2[N:15]2[CH2:18][C:17]([F:20])([F:19])[CH2:16]2)[CH2:3][CH2:2]1.Cl.[OH:22][C:23]1([CH3:31])[CH2:27][NH:26][C@H:25]([C:28]([NH2:30])=[O:29])[CH2:24]1, predict the reaction product. The product is: [CH:1]1([CH2:4][O:5][C:6]2[N:11]=[C:10]([C:12]([N:26]3[CH2:27][C:23]([OH:22])([CH3:31])[CH2:24][C@H:25]3[C:28]([NH2:30])=[O:29])=[O:14])[CH:9]=[N:8][C:7]=2[N:15]2[CH2:18][C:17]([F:20])([F:19])[CH2:16]2)[CH2:2][CH2:3]1. (7) Given the reactants Br[C:2]1[CH:7]=[CH:6][CH:5]=[CH:4][C:3]=1[CH2:8][C:9]([OH:11])=[O:10].[N+:12]([C:15]1[CH:21]=[CH:20][CH:19]=[CH:18][C:16]=1[NH2:17])([O-:14])=[O:13], predict the reaction product. The product is: [N+:12]([C:15]1[CH:21]=[CH:20][CH:19]=[CH:18][C:16]=1[NH:17][C:2]1[CH:7]=[CH:6][CH:5]=[CH:4][C:3]=1[CH2:8][C:9]([OH:11])=[O:10])([O-:14])=[O:13]. (8) Given the reactants [NH2:1][C:2]1[N:3]=[C:4](S(C)(=O)=O)[S:5][C:6]=1[C:7]#[N:8].[C:13]([NH:20][CH2:21][CH2:22][NH2:23])([O:15][C:16]([CH3:19])([CH3:18])[CH3:17])=[O:14].C(N(CC)C(C)C)(C)C, predict the reaction product. The product is: [NH2:1][C:2]1[N:3]=[C:4]([NH:23][CH2:22][CH2:21][NH:20][C:13](=[O:14])[O:15][C:16]([CH3:18])([CH3:17])[CH3:19])[S:5][C:6]=1[C:7]#[N:8].